This data is from Forward reaction prediction with 1.9M reactions from USPTO patents (1976-2016). The task is: Predict the product of the given reaction. Given the reactants CN(C(ON1N=N[C:11]2[CH:12]=[CH:13][CH:14]=[CH:15][C:10]1=2)=[N+](C)C)C.[B-](F)(F)(F)F.[F:23][C:24]1[CH:29]=[CH:28][C:27]([N:30]2[C:33](=[O:34])[C@H:32]([S:35][CH2:36][C:37]([C:39]3[CH:44]=[CH:43][C:42]([F:45])=[CH:41][CH:40]=3)=[O:38])[C@H:31]2[C:46]2[CH:60]=[CH:59][C:49]([O:50][CH2:51][C:52](NCC(O)=O)=[O:53])=[CH:48][CH:47]=2)=[CH:26][CH:25]=1.C[N:62]1CC[O:65][CH2:64][CH2:63]1.FC(F)(F)C(O)=O.C1([CH:81]([C:87]2[CH:92]=[CH:91][CH:90]=[CH:89][CH:88]=2)[C@H:82]([C:84]([OH:86])=[O:85])[NH2:83])C=CC=CC=1.[BH4-].[Na+], predict the reaction product. The product is: [F:23][C:24]1[CH:29]=[CH:28][C:27]([N:30]2[C:33](=[O:34])[C@H:32]([S:35][CH2:36][CH:37]([C:39]3[CH:44]=[CH:43][C:42]([F:45])=[CH:41][CH:40]=3)[OH:38])[C@H:31]2[C:46]2[CH:60]=[CH:59][C:49]([O:50][CH2:51][C:52]([NH:62][CH2:63][C:64]([NH:83][C@@H:82]([C:84]([OH:86])=[O:85])[CH2:81][C:87]3[CH:88]=[CH:89][CH:90]=[CH:91][C:92]=3[C:10]3[CH:11]=[CH:12][CH:13]=[CH:14][CH:15]=3)=[O:65])=[O:53])=[CH:48][CH:47]=2)=[CH:26][CH:25]=1.